Predict the product of the given reaction. From a dataset of Forward reaction prediction with 1.9M reactions from USPTO patents (1976-2016). Given the reactants [F-].C([N+](CCCC)(CCCC)CCCC)CCC.[Si]([O:26][CH2:27][CH2:28][O:29][C:30]1[CH:35]=[CH:34][C:33]([C:36]2[N:37]=[C:38]([C:49](=[O:53])[CH:50]([CH3:52])[CH3:51])[O:39][C:40]=2[C:41]2[CH:46]=[CH:45][C:44]([O:47][CH3:48])=[CH:43][CH:42]=2)=[CH:32][CH:31]=1)(C(C)(C)C)(C)C, predict the reaction product. The product is: [OH:26][CH2:27][CH2:28][O:29][C:30]1[CH:31]=[CH:32][C:33]([C:36]2[N:37]=[C:38]([C:49](=[O:53])[CH:50]([CH3:51])[CH3:52])[O:39][C:40]=2[C:41]2[CH:46]=[CH:45][C:44]([O:47][CH3:48])=[CH:43][CH:42]=2)=[CH:34][CH:35]=1.